From a dataset of Peptide-MHC class I binding affinity with 185,985 pairs from IEDB/IMGT. Regression. Given a peptide amino acid sequence and an MHC pseudo amino acid sequence, predict their binding affinity value. This is MHC class I binding data. (1) The peptide sequence is VTNRHEEKF. The MHC is HLA-A01:01 with pseudo-sequence HLA-A01:01. The binding affinity (normalized) is 0.213. (2) The peptide sequence is YVDHYYRDY. The MHC is HLA-B15:01 with pseudo-sequence HLA-B15:01. The binding affinity (normalized) is 0.0847. (3) The peptide sequence is HPALVFDIT. The MHC is HLA-B53:01 with pseudo-sequence HLA-B53:01. The binding affinity (normalized) is 0.401.